This data is from Drug-target binding data from BindingDB using IC50 measurements. The task is: Regression. Given a target protein amino acid sequence and a drug SMILES string, predict the binding affinity score between them. We predict pIC50 (pIC50 = -log10(IC50 in M); higher means more potent). Dataset: bindingdb_ic50. (1) The compound is Cn1c(=O)c(Sc2ccc(F)cc2)cc2cnc(Nc3ccc4[nH]ccc4c3)nc21. The target protein sequence is MLEICLKLVGCKSKKGLSSSSSCYLEEALQRPVASDFEPQGLSEAARWNSKENLLAGPSENDPNLFVALYDFVASGDNTLSITKGEKLRVLGYNHNGEWCEAQTKNGQGWVPSNYITPVNSLEKHSWYHGPVSRNAAEYLLSSGINGSFLVRESESSPGQRSISLRYEGRVYHYRINTASDGKLYVSSESRFNTLAELVHHHSTVADGLITTLHYPAPKRNKPTVYGVSPNYDKWEMERTDITMKHKLGGGQYGKVYEGVWKKYSLTVAVKTLKEDTMEVEEFLKEAAVMKEIKHPNLVQLLGVCTREPPFYIITEFMTYGNLLDYLRECNRQEVNAVVLLYMATQISSAMEYLEKKNFIHRDLAARNCLVGENHLVKVADFGLSRLMTGDTYTAHAGAKFPIKWTAPESLAYNKFSIKSDVWAFGVLLWEIATYGMSPYPGIDLSQVYELLEKDYRMERPEGCPEKVYELMRACWQWNPSDRPSFAEIHQAFETMFQES.... The pIC50 is 5.0. (2) The pIC50 is 6.2. The drug is O=c1oc(Cl)c(Cl)c2ccccc12. The target protein sequence is MKNFLAQQGKITLILTALCVLIYLAQQLGFEDDIMYLMHYPAYEEQDSEVWRYISHTLVHLSNLHILFNLSWFLIFGGMIERTFGSVKLLMLYVVASAITGYVQNYVSGPAFFGLSGVVYAVLGYVFIRDKLNHHLFDLPEGFFTMLLVGIALGFISPLFGVEMGNAAHISGLIVGLIWGFIDSKLRKNSLE.